From a dataset of Peptide-MHC class II binding affinity with 134,281 pairs from IEDB. Regression. Given a peptide amino acid sequence and an MHC pseudo amino acid sequence, predict their binding affinity value. This is MHC class II binding data. The peptide sequence is VFKEKVDTRAKDPPA. The MHC is HLA-DQA10201-DQB10402 with pseudo-sequence HLA-DQA10201-DQB10402. The binding affinity (normalized) is 0.266.